This data is from Full USPTO retrosynthesis dataset with 1.9M reactions from patents (1976-2016). The task is: Predict the reactants needed to synthesize the given product. (1) Given the product [Cl:1][C:2]1[C:3]([C:11]2[CH:12]=[C:13]([N:17]3[CH:22]=[C:21]([OH:23])[C:20](=[O:33])[CH:19]=[C:18]3[CH:34]([OH:36])[CH3:35])[CH:14]=[CH:15][CH:16]=2)=[C:4]2[CH:10]=[CH:9][NH:8][C:5]2=[N:6][CH:7]=1, predict the reactants needed to synthesize it. The reactants are: [Cl:1][C:2]1[C:3]([C:11]2[CH:12]=[C:13]([N:17]3[CH:22]=[C:21]([O:23]CC4C=CC(OC)=CC=4)[C:20](=[O:33])[CH:19]=[C:18]3[CH:34]([OH:36])[CH3:35])[CH:14]=[CH:15][CH:16]=2)=[C:4]2[CH:10]=[CH:9][NH:8][C:5]2=[N:6][CH:7]=1.FC(F)(F)C(O)=O. (2) The reactants are: CN(C)S([N:6]1[CH:10]=[C:9]([CH:11]([C:14]2[CH:19]=[CH:18][CH:17]=[CH:16][CH:15]=2)[CH2:12][CH3:13])[N:8]=[C:7]1[Si](C(C)(C)C)(C)C)(=O)=O.N. Given the product [C:14]1([CH:11]([C:9]2[N:8]=[CH:7][NH:6][CH:10]=2)[CH2:12][CH3:13])[CH:15]=[CH:16][CH:17]=[CH:18][CH:19]=1, predict the reactants needed to synthesize it. (3) Given the product [CH2:1]([O:4][C:5]1[CH:14]=[C:9]([CH:8]=[C:7]([C:15]([O:17][CH3:18])=[O:16])[CH:6]=1)[C:10]([OH:12])=[O:11])[CH:2]=[CH2:3], predict the reactants needed to synthesize it. The reactants are: [CH2:1]([O:4][C:5]1[CH:6]=[C:7]([C:15]([O:17][CH3:18])=[O:16])[CH:8]=[C:9]([CH:14]=1)[C:10]([O:12]C)=[O:11])[CH:2]=[CH2:3].[OH-].[Na+]. (4) Given the product [O:1]=[C:2]1[C:11]2[C:6](=[CH:7][CH:8]=[CH:9][CH:10]=2)[N:5]=[C:4]([S:12][CH2:13][CH2:14][C:15]([OH:17])=[O:16])[NH:3]1, predict the reactants needed to synthesize it. The reactants are: [O:1]=[C:2]1[C:11]2[C:6](=[CH:7][CH:8]=[CH:9][CH:10]=2)[N:5]=[C:4]([S:12][CH2:13][CH2:14][C:15]([O:17]C(C)(C)C)=[O:16])[NH:3]1.FC(F)(F)C(O)=O. (5) Given the product [F:1][C:2]1[CH:10]=[CH:9][C:8]2[CH2:11][CH2:12][N:13]([CH3:16])[CH2:14][CH2:15][N:6]3[C:7]=2[C:3]=1[CH:4]1[CH2:19][CH2:18][CH2:17][CH:5]13, predict the reactants needed to synthesize it. The reactants are: [F:1][C:2]1[CH:10]=[CH:9][C:8]2[CH2:11][CH2:12][N:13]([CH3:16])[CH2:14][CH2:15][N:6]3[C:7]=2[C:3]=1[C:4]1[CH2:19][CH2:18][CH2:17][C:5]=13.C([BH3-])#N.[Na+].